Task: Predict the reaction yield, written as a fraction of the theoretical maximum amount of product (1.0 means a 100% yield; for example, 0.34 means a 34% yield).. Dataset: Reaction yield outcomes from USPTO patents with 853,638 reactions The reactants are [CH2:1]([N:5]([CH2:36][CH2:37][CH2:38][CH3:39])[C:6]([C:8]1[C:12]([Cl:13])=[C:11]([CH3:14])[N:10]([C:15]2[CH:20]=[CH:19][C:18]([OH:21])=[CH:17][C:16]=2[C:22]([N:24]2[C@H:33]([CH2:34][OH:35])[CH2:32][C:31]3[C:26](=[CH:27][CH:28]=[CH:29][CH:30]=3)[CH2:25]2)=[O:23])[N:9]=1)=[O:7])[CH2:2][CH2:3][CH3:4].I[CH2:41][C:42]([O:44][CH2:45][CH3:46])=[O:43].C(=O)([O-])[O-].[K+].[K+]. The catalyst is C(#N)C. The product is [CH2:45]([O:44][C:42](=[O:43])[CH2:41][O:21][C:18]1[CH:19]=[CH:20][C:15]([N:10]2[C:11]([CH3:14])=[C:12]([Cl:13])[C:8]([C:6](=[O:7])[N:5]([CH2:1][CH2:2][CH2:3][CH3:4])[CH2:36][CH2:37][CH2:38][CH3:39])=[N:9]2)=[C:16]([C:22]([N:24]2[C@H:33]([CH2:34][OH:35])[CH2:32][C:31]3[C:26](=[CH:27][CH:28]=[CH:29][CH:30]=3)[CH2:25]2)=[O:23])[CH:17]=1)[CH3:46]. The yield is 0.0760.